Dataset: M1 muscarinic receptor antagonist screen with 61,756 compounds. Task: Binary Classification. Given a drug SMILES string, predict its activity (active/inactive) in a high-throughput screening assay against a specified biological target. (1) The drug is o\1[nH]c(c(c1=C1/C(=O)C=C(OC)C=C1)c1oc(cc1)C(OC(C)C)=O)C. The result is 0 (inactive). (2) The compound is S(Cc1cc2OCOc2cc1)c1sc(nn1)N. The result is 0 (inactive). (3) The molecule is S(=O)(=O)(N)c1ccc(CCNC(=O)C2N(CCC2)C(OCc2ccccc2)=O)cc1. The result is 0 (inactive). (4) The compound is S(c1n(N)c(nn1)C1CCCCC1)CC(=O)NCCC=1CCCCC1. The result is 0 (inactive). (5) The molecule is Clc1c(c(N2CCn3c2nc2n(c(=O)n(c(=O)c32)CC=C)C)ccc1)C. The result is 0 (inactive). (6) The result is 0 (inactive). The molecule is o1c2c(N3CCCCC3)nc(nc2c2c1cccc2)CC. (7) The drug is s1c2c(nc(n(c2=O)CC(OC)=O)C)c2c1nc(cc2C)C. The result is 0 (inactive).